From a dataset of Ames mutagenicity test results for genotoxicity prediction. Regression/Classification. Given a drug SMILES string, predict its toxicity properties. Task type varies by dataset: regression for continuous values (e.g., LD50, hERG inhibition percentage) or binary classification for toxic/non-toxic outcomes (e.g., AMES mutagenicity, cardiotoxicity, hepatotoxicity). Dataset: ames. (1) The molecule is O=C(Cl)c1ccc(Cl)cc1Cl. The result is 1 (mutagenic). (2) The drug is O=C(Nc1cccc2c(=O)c3c(ccc4c5cc(NC(=O)c6ccccc6)c6c(=O)c7ccccc7c(=O)c6c5[nH]c43)c(=O)c12)c1ccccc1. The result is 0 (non-mutagenic). (3) The result is 0 (non-mutagenic). The drug is CC12CCC3C(CCC4CC(O)CCC43C)C1CCC(=O)N2. (4) The molecule is O=[N+]([O-])c1ccc2ccc3cccc4c(O)cc1c2c34. The result is 1 (mutagenic).